Dataset: Cav3 T-type calcium channel HTS with 100,875 compounds. Task: Binary Classification. Given a drug SMILES string, predict its activity (active/inactive) in a high-throughput screening assay against a specified biological target. (1) The molecule is OC(CN1CCN(CC1)Cc1ccccc1)COc1ccc(cc1)C(=O)c1ccccc1. The result is 0 (inactive). (2) The compound is S(Cc1c(F)cccc1)c1oc(nn1)c1ccccc1. The result is 0 (inactive). (3) The molecule is S(c1n(c(nn1)C1CCCCC1)CC=C)CC(=O)NCC1OCCC1. The result is 0 (inactive). (4) The result is 0 (inactive). The drug is S(=O)(=O)(N(c1c(OC)cccc1)C)c1ccc(cc1)C(OCC(=O)NCc1occc1)=O. (5) The molecule is S1CCCn2c(O)c(Cc3ccccc3)c(=O)nc12. The result is 0 (inactive). (6) The drug is S(=O)(=O)(N1CCC(CC1)C(=O)NC1C(CCCC1)C)N1CCOCC1. The result is 0 (inactive). (7) The drug is Fc1c(C2C3CC4(OCCO4)CC=C3C(=C(N)C2(C#N)C#N)C#N)c(F)ccc1. The result is 0 (inactive).